This data is from Catalyst prediction with 721,799 reactions and 888 catalyst types from USPTO. The task is: Predict which catalyst facilitates the given reaction. (1) Reactant: [Si:1]([O:8][C:9]1[CH:14]=[C:13]([CH3:15])[C:12]([C:16]2[CH:21]=[CH:20][CH:19]=[C:18]([CH2:22][OH:23])[CH:17]=2)=[C:11]([CH3:24])[CH:10]=1)([C:4]([CH3:7])([CH3:6])[CH3:5])([CH3:3])[CH3:2].O[C:26]1[CH:39]=[CH:38][C:29]2[C@H:30]([CH2:33][C:34]([O:36][CH3:37])=[O:35])[CH2:31][O:32][C:28]=2[CH:27]=1.C1(P(C2C=CC=CC=2)C2C=CC=CC=2)C=CC=CC=1.N(C(OC(C)C)=O)=NC(OC(C)C)=O. Product: [Si:1]([O:8][C:9]1[CH:14]=[C:13]([CH3:15])[C:12]([C:16]2[CH:21]=[CH:20][CH:19]=[C:18]([CH2:22][O:23][C:26]3[CH:39]=[CH:38][C:29]4[C@H:30]([CH2:33][C:34]([O:36][CH3:37])=[O:35])[CH2:31][O:32][C:28]=4[CH:27]=3)[CH:17]=2)=[C:11]([CH3:24])[CH:10]=1)([C:4]([CH3:6])([CH3:5])[CH3:7])([CH3:3])[CH3:2]. The catalyst class is: 4. (2) Reactant: [ClH:1].[Br:2][C:3]1[CH:14]=[C:13]2[C:6]([NH:7][CH:8]=[C:9]2[CH2:10][CH2:11][NH2:12])=[CH:5][CH:4]=1.[CH:15](=O)[CH2:16][CH:17]([CH3:19])[CH3:18]. Product: [ClH:1].[Br:2][C:3]1[CH:14]=[C:13]2[C:6](=[CH:5][CH:4]=1)[NH:7][C:8]1[CH:15]([CH2:16][CH:17]([CH3:19])[CH3:18])[NH:12][CH2:11][CH2:10][C:9]2=1. The catalyst class is: 65. (3) Reactant: FC1C=NC(N2CC(C(OC(C)(C)C)=O)N(C)C2=O)=NC=1.[CH3:22][N:23]1[CH:27]([C:28]([O:30]C(C)(C)C)=[O:29])[CH2:26][N:25]([C:35]2[N:40]=[C:39]([O:41][CH3:42])[CH:38]=[CH:37][N:36]=2)[C:24]1=[O:43].FC(F)(F)C(O)=O. Product: [CH3:22][N:23]1[CH:27]([C:28]([OH:30])=[O:29])[CH2:26][N:25]([C:35]2[N:40]=[C:39]([O:41][CH3:42])[CH:38]=[CH:37][N:36]=2)[C:24]1=[O:43]. The catalyst class is: 4. (4) Reactant: [CH3:1][O:2][C:3]1[CH:4]=[C:5]([CH:8]=[C:9]([O:13][CH3:14])[C:10]=1[O:11][CH3:12])[CH2:6][NH2:7].Cl.[O-:16][C:17]#[N:18].[K+]. Product: [CH3:14][O:13][C:9]1[CH:8]=[C:5]([CH:4]=[C:3]([O:2][CH3:1])[C:10]=1[O:11][CH3:12])[CH2:6][NH:7][C:17]([NH2:18])=[O:16]. The catalyst class is: 6. (5) Reactant: C[Mg]Cl.[F:4][C:5]1[CH:12]=[CH:11][C:8]([CH:9]=[O:10])=[CH:7][C:6]=1[O:13][CH3:14].[Cl-].[NH4+].[C:17](OCC)(=O)C. Product: [F:4][C:5]1[CH:12]=[CH:11][C:8]([CH:9]([OH:10])[CH3:17])=[CH:7][C:6]=1[O:13][CH3:14]. The catalyst class is: 1. (6) Reactant: [Br:1][C:2]1[CH:10]=[CH:9][C:5]([C:6](Cl)=[O:7])=[CH:4][CH:3]=1.[CH3:11][C:12]([CH3:15])([O-:14])[CH3:13].[K+]. Product: [Br:1][C:2]1[CH:10]=[CH:9][C:5]([C:6]([O:14][C:12]([CH3:15])([CH3:13])[CH3:11])=[O:7])=[CH:4][CH:3]=1. The catalyst class is: 165.